This data is from Forward reaction prediction with 1.9M reactions from USPTO patents (1976-2016). The task is: Predict the product of the given reaction. (1) Given the reactants [NH2:1][C:2]1[S:3][C:4]([C:9]([O:11][CH2:12][CH3:13])=[O:10])=[C:5]([CH2:7][OH:8])[N:6]=1, predict the reaction product. The product is: [NH2:1][C:2]1[S:3][C:4]([C:9]([O:11][CH2:12][CH3:13])=[O:10])=[C:5]([CH:7]=[O:8])[N:6]=1. (2) Given the reactants [CH3:1][C:2]1[CH:7]=[CH:6][C:5]([S:8]([N:11]([C@H:16]([C:40]([OH:42])=[O:41])[CH2:17][CH2:18][CH2:19][CH2:20][NH:21][C:22]([C@@H:24]([NH:32][C:33]([O:35]C(C)(C)C)=O)[CH2:25][C:26]2[CH:31]=[CH:30][CH:29]=[CH:28][CH:27]=2)=[O:23])[CH2:12][CH:13]([CH3:15])[CH3:14])(=[O:10])=[O:9])=[CH:4][CH:3]=1.[F:43][C:44]([F:55])([F:54])C(OC(=O)[C:44]([F:55])([F:54])[F:43])=O.C(O)(C(F)(F)F)=O, predict the reaction product. The product is: [CH3:1][C:2]1[CH:7]=[CH:6][C:5]([S:8]([N:11]([C@H:16]([C:40]([OH:42])=[O:41])[CH2:17][CH2:18][CH2:19][CH2:20][NH:21][C:22]([C@@H:24]([NH:32][C:33]([C:44]([F:55])([F:54])[F:43])=[O:35])[CH2:25][C:26]2[CH:31]=[CH:30][CH:29]=[CH:28][CH:27]=2)=[O:23])[CH2:12][CH:13]([CH3:15])[CH3:14])(=[O:9])=[O:10])=[CH:4][CH:3]=1. (3) Given the reactants [CH3:1][O:2][C:3]1[CH:4]=[C:5]([CH2:11][C@H:12]2[C:21](=[CH2:22])[CH2:20][CH2:19][C@@H:18]3[C@:13]2([CH3:25])[CH2:14][CH2:15][CH2:16][C:17]3([CH3:24])[CH3:23])[CH:6]=[C:7]([O:9][CH3:10])[CH:8]=1.B.C1C[O:30]CC1.[OH-].[Na+].OO, predict the reaction product. The product is: [CH3:10][O:9][C:7]1[CH:6]=[C:5]([CH2:11][C@@H:12]2[C@:13]3([CH3:25])[C@H:18]([C:17]([CH3:24])([CH3:23])[CH2:16][CH2:15][CH2:14]3)[CH2:19][CH2:20][C@@H:21]2[CH2:22][OH:30])[CH:4]=[C:3]([O:2][CH3:1])[CH:8]=1.